Predict the reaction yield, written as a fraction of the theoretical maximum amount of product (1.0 means a 100% yield; for example, 0.34 means a 34% yield). From a dataset of Reaction yield outcomes from USPTO patents with 853,638 reactions. (1) The reactants are [O:1]([C:3]1[CH:4]=[C:5]([N:10]2[CH2:15][CH2:14][N:13]([CH3:16])[CH2:12][CH2:11]2)[CH:6]=[CH:7][C:8]=1Br)[CH3:2].[B:17]1([B:17]2[O:21][C:20]([CH3:23])([CH3:22])[C:19]([CH3:25])([CH3:24])[O:18]2)[O:21][C:20]([CH3:23])([CH3:22])[C:19]([CH3:25])([CH3:24])[O:18]1.[K].C([O-])(=O)C. The catalyst is C1C=CC(P(C2C=CC=CC=2)[C-]2C=CC=C2)=CC=1.C1C=CC(P(C2C=CC=CC=2)[C-]2C=CC=C2)=CC=1.Cl[Pd]Cl.[Fe+2].O1CCOCC1. The product is [O:1]([C:3]1[CH:4]=[C:5]([N:10]2[CH2:15][CH2:14][N:13]([CH3:16])[CH2:12][CH2:11]2)[CH:6]=[CH:7][C:8]=1[B:17]1[O:21][C:20]([CH3:23])([CH3:22])[C:19]([CH3:25])([CH3:24])[O:18]1)[CH3:2]. The yield is 0.560. (2) The reactants are [O:1]1CCO[CH:2]1[C:6]1[O:7][C:8]2[CH:16]=[CH:15][CH:14]=[CH:13][C:9]=2[C:10]=1[CH:11]=[O:12].C(O)=O. The catalyst is O. The product is [O:7]1[C:8]2[CH:16]=[CH:15][CH:14]=[CH:13][C:9]=2[C:10]([CH:11]=[O:12])=[C:6]1[CH:2]=[O:1]. The yield is 0.920. (3) The reactants are Cl[C:2]1[N:11]=[C:10]([NH:12][CH2:13][CH:14]([C:21]2[CH:26]=[CH:25][CH:24]=[CH:23][CH:22]=2)[N:15]2[CH2:20][CH2:19][CH2:18][CH2:17][CH2:16]2)[C:9]2[C:4](=[CH:5][CH:6]=[CH:7][CH:8]=2)[N:3]=1.[N:27]1[CH:28]=[CH:29][N:30]2[CH:35]=[C:34](B(O)O)[CH:33]=[CH:32][C:31]=12.N1C=CN2C=C(C3N=C(NCC(C4C=CC=CC=4)C4NC=CC=4)C4C(=CC=CC=4)N=3)C=CC=12. The catalyst is CCOC(C)=O. The product is [N:27]1[CH:28]=[CH:29][N:30]2[CH:35]=[C:34]([C:2]3[N:11]=[C:10]([NH:12][CH2:13][CH:14]([C:21]4[CH:26]=[CH:25][CH:24]=[CH:23][CH:22]=4)[N:15]4[CH2:20][CH2:19][CH2:18][CH2:17][CH2:16]4)[C:9]4[C:4](=[CH:5][CH:6]=[CH:7][CH:8]=4)[N:3]=3)[CH:33]=[CH:32][C:31]=12. The yield is 0.660. (4) The product is [CH3:19][O:20][C:21]1[CH:22]=[C:23]2[C:28](=[CH:29][CH:30]=1)[CH:27]=[N:26][C:25]([NH:31][C:10](=[O:12])[CH2:9][C:6]1[CH:5]=[CH:4][C:3]([O:2][CH3:1])=[CH:8][CH:7]=1)=[CH:24]2. The catalyst is C1COCC1.CN(C=O)C. The yield is 0.273. The reactants are [CH3:1][O:2][C:3]1[CH:8]=[CH:7][C:6]([CH2:9][C:10]([OH:12])=O)=[CH:5][CH:4]=1.C(Cl)(=O)C(Cl)=O.[CH3:19][O:20][C:21]1[CH:22]=[C:23]2[C:28](=[CH:29][CH:30]=1)[CH:27]=[N:26][C:25]([NH2:31])=[CH:24]2.CCN(CC)CC. (5) The reactants are C(OC([N:8]1[C:17]2[C:12](=[CH:13][CH:14]=[C:15]([NH:18][C:19]([C:21]3[C:30](=[O:31])[C:29]4[C:24](=[CH:25][CH:26]=[CH:27][CH:28]=4)[NH:23][CH:22]=3)=[O:20])[CH:16]=2)[CH2:11][CH2:10][CH2:9]1)=O)(C)(C)C.C(O)(C(F)(F)F)=O. The catalyst is C(Cl)Cl. The product is [O:31]=[C:30]1[C:29]2[C:24](=[CH:25][CH:26]=[CH:27][CH:28]=2)[NH:23][CH:22]=[C:21]1[C:19]([NH:18][C:15]1[CH:16]=[C:17]2[C:12]([CH2:11][CH2:10][CH2:9][NH:8]2)=[CH:13][CH:14]=1)=[O:20]. The yield is 0.320. (6) The reactants are Cl.[CH:2]1([CH2:8][CH2:9][NH:10][CH2:11][CH2:12][C:13]([OH:15])=[O:14])[CH2:7][CH2:6][CH2:5][CH2:4][CH2:3]1.[C:16](=O)([O:22]C(C)(C)C)[O:17][C:18]([CH3:21])([CH3:20])[CH3:19].C(N(CC)CC)C.C(O)(=O)CC(CC(O)=O)(C(O)=O)O. The catalyst is O1CCCC1. The product is [C:18]([O:17][C:16]([N:10]([CH2:11][CH2:12][C:13]([OH:15])=[O:14])[CH2:9][CH2:8][CH:2]1[CH2:7][CH2:6][CH2:5][CH2:4][CH2:3]1)=[O:22])([CH3:21])([CH3:20])[CH3:19]. The yield is 0.620. (7) The reactants are [CH2:1]([O:3][C:4](=[O:18])[CH2:5][CH2:6][C:7]([C:9]1[CH:14]=[CH:13][C:12]([Br:15])=[CH:11][C:10]=1[O:16][CH3:17])=O)[CH3:2].FC(F)(F)C(O)=O.C([SiH](CC)CC)C.C(=O)(O)[O-].[Na+]. The catalyst is O.CCCCCC.C(OCC)(=O)C. The product is [CH2:1]([O:3][C:4](=[O:18])[CH2:5][CH2:6][CH2:7][C:9]1[CH:14]=[CH:13][C:12]([Br:15])=[CH:11][C:10]=1[O:16][CH3:17])[CH3:2]. The yield is 0.530. (8) No catalyst specified. The yield is 0.500. The reactants are [Si]([O:18][CH2:19][C:20]1[CH:21]=[C:22]([C:25]([OH:27])=[O:26])[S:23][CH:24]=1)(C(C)(C)C)(C1C=CC=CC=1)C1C=CC=CC=1.Cl.[CH3:29]O. The product is [OH:18][CH2:19][C:20]1[CH:21]=[C:22]([C:25]([O:27][CH3:29])=[O:26])[S:23][CH:24]=1. (9) The reactants are [Cl-].O[NH3+:3].[C:4](=[O:7])([O-])[OH:5].[Na+].CS(C)=O.[CH3:13][C:14]1[N:15]([C:39]2[CH:40]=[CH:41][C:42]3[O:46][CH:45]([CH3:47])[CH2:44][C:43]=3[CH:48]=2)[C:16](=[O:38])[C:17]([CH2:23][C:24]2[CH:29]=[CH:28][C:27]([C:30]3[C:31]([C:36]#[N:37])=[CH:32][CH:33]=[CH:34][CH:35]=3)=[CH:26][CH:25]=2)=[C:18]([CH2:20][CH2:21][CH3:22])[N:19]=1. The catalyst is O.C(OCC)(=O)C. The product is [CH3:13][C:14]1[N:15]([C:39]2[CH:40]=[CH:41][C:42]3[O:46][CH:45]([CH3:47])[CH2:44][C:43]=3[CH:48]=2)[C:16](=[O:38])[C:17]([CH2:23][C:24]2[CH:25]=[CH:26][C:27]([C:30]3[CH:35]=[CH:34][CH:33]=[CH:32][C:31]=3[C:36]3[NH:3][C:4](=[O:7])[O:5][N:37]=3)=[CH:28][CH:29]=2)=[C:18]([CH2:20][CH2:21][CH3:22])[N:19]=1. The yield is 0.480.